Task: Predict the reaction yield, written as a fraction of the theoretical maximum amount of product (1.0 means a 100% yield; for example, 0.34 means a 34% yield).. Dataset: Reaction yield outcomes from USPTO patents with 853,638 reactions (1) The reactants are [CH3:1][Si:2]([C:5]#[CH:6])([CH3:4])[CH3:3].[Li]CCCC.[F:12][CH2:13][C:14](OCC)=[O:15].B(F)(F)F.[Cl-].[NH4+]. The catalyst is O1CCCC1.CCCCCC. The product is [F:12][CH2:13][C:14](=[O:15])[C:6]#[C:5][Si:2]([CH3:4])([CH3:3])[CH3:1]. The yield is 0.850. (2) The reactants are [CH3:1][O:2][C:3]([C:5]1[NH:6][C:7]2[C:12]([C:13](=[O:15])[CH:14]=1)=[CH:11][C:10]([O:16][CH3:17])=[CH:9][C:8]=2[Br:18])=[O:4].[H-].[Na+].[CH3:21][Si:22]([CH3:29])([CH3:28])[CH2:23][CH2:24][O:25][CH2:26]Cl.O. The catalyst is CN1C(=O)CCC1. The product is [CH3:1][O:2][C:3]([C:5]1[CH:14]=[C:13]([O:15][CH2:26][O:25][CH2:24][CH2:23][Si:22]([CH3:29])([CH3:28])[CH3:21])[C:12]2[C:7](=[C:8]([Br:18])[CH:9]=[C:10]([O:16][CH3:17])[CH:11]=2)[N:6]=1)=[O:4]. The yield is 1.00. (3) The reactants are C[Si](C)(C)[N-][Si](C)(C)C.[Li+].[F:11][C:12]1([F:23])[CH2:16][CH2:15][CH2:14][CH:13]1[CH2:17][C:18]([O:20][CH2:21][CH3:22])=[O:19].Br[C:25]1[CH:30]=[CH:29][C:28]([Cl:31])=[CH:27][CH:26]=1.C1(P(C2CCCCC2)C2C=CC=CC=2C2C=CC=CC=2N(C)C)CCCCC1. The catalyst is C1(C)C=CC=CC=1.C([O-])(=O)C.[Pd+2].C([O-])(=O)C.O. The product is [Cl:31][C:28]1[CH:29]=[CH:30][C:25]([CH:17]([CH:13]2[CH2:14][CH2:15][CH2:16][C:12]2([F:23])[F:11])[C:18]([O:20][CH2:21][CH3:22])=[O:19])=[CH:26][CH:27]=1. The yield is 0.591. (4) The reactants are [Cl:1][C:2]1[CH:3]=[C:4]2[C:8](=[CH:9][CH:10]=1)[NH:7][CH:6]=[C:5]2[CH2:11][CH2:12][NH:13][C:14]([C:16]1[CH:20]=[C:19]([CH2:21][C:22]2[CH:27]=[C:26]([F:28])[CH:25]=[CH:24][C:23]=2[F:29])[O:18][N:17]=1)=[O:15].[F-].C([N+](CCCC)(CCCC)CCCC)CCC.C1C[O:51]CC1. No catalyst specified. The product is [Cl:1][C:2]1[CH:3]=[C:4]2[C:8](=[CH:9][CH:10]=1)[NH:7][CH:6]=[C:5]2[CH2:11][CH2:12][NH:13][C:14]([C:16]1[CH:20]=[C:19]([C:21](=[O:51])[C:22]2[CH:27]=[C:26]([F:28])[CH:25]=[CH:24][C:23]=2[F:29])[O:18][N:17]=1)=[O:15]. The yield is 0.190. (5) The reactants are Cl[C:2]1[N:7]=[C:6]([C:8]2[S:12][C:11]([N:13]3[CH2:18][CH2:17][S:16](=[O:20])(=[O:19])[CH2:15][CH2:14]3)=[N:10][C:9]=2[C:21]2[C:22]([F:39])=[C:23]([NH:27][S:28]([C:31]3[C:36]([F:37])=[CH:35][CH:34]=[CH:33][C:32]=3[F:38])(=[O:30])=[O:29])[CH:24]=[CH:25][CH:26]=2)[CH:5]=[CH:4][N:3]=1.[NH3:40]. No catalyst specified. The product is [NH2:40][C:2]1[N:7]=[C:6]([C:8]2[S:12][C:11]([N:13]3[CH2:18][CH2:17][S:16](=[O:20])(=[O:19])[CH2:15][CH2:14]3)=[N:10][C:9]=2[C:21]2[C:22]([F:39])=[C:23]([NH:27][S:28]([C:31]3[C:36]([F:37])=[CH:35][CH:34]=[CH:33][C:32]=3[F:38])(=[O:30])=[O:29])[CH:24]=[CH:25][CH:26]=2)[CH:5]=[CH:4][N:3]=1. The yield is 0.380. (6) The reactants are [CH3:1][O:2][C:3](=[O:16])[CH:4]=[CH:5][C:6]1[CH:11]=[CH:10][CH:9]=[C:8]([S:12](Cl)(=[O:14])=[O:13])[CH:7]=1.[C:17]1([CH2:27][NH2:28])[C:26]2[C:21](=[CH:22][CH:23]=[CH:24][CH:25]=2)[CH:20]=[CH:19][CH:18]=1.C([O-])(O)=O.[Na+]. The catalyst is O1CCOCC1.O. The product is [CH3:1][O:2][C:3](=[O:16])[CH:4]=[CH:5][C:6]1[CH:11]=[CH:10][CH:9]=[C:8]([S:12](=[O:14])(=[O:13])[NH:28][CH2:27][C:17]2[C:26]3[C:21](=[CH:22][CH:23]=[CH:24][CH:25]=3)[CH:20]=[CH:19][CH:18]=2)[CH:7]=1. The yield is 0.760. (7) The reactants are [CH2:1]([N:8]([CH2:18][CH:19]([NH2:38])[CH2:20][N:21]([CH2:31][C:32]1[CH:37]=[CH:36][CH:35]=[CH:34][CH:33]=1)[C:22]([O:24][CH2:25][C:26]1[S:30][CH:29]=[N:28][CH:27]=1)=[O:23])[C:9](=[O:17])[O:10][CH2:11][C:12]1[S:16][CH:15]=[N:14][CH:13]=1)[C:2]1[CH:7]=[CH:6][CH:5]=[CH:4][CH:3]=1.C(N(C(C)C)CC)(C)C.[C:48](Cl)(=[O:52])[CH:49]([CH3:51])[CH3:50]. No catalyst specified. The product is [CH2:31]([N:21]([CH2:20][CH:19]([NH:38][C:48](=[O:52])[CH:49]([CH3:51])[CH3:50])[CH2:18][N:8]([CH2:1][C:2]1[CH:3]=[CH:4][CH:5]=[CH:6][CH:7]=1)[C:9]([O:10][CH2:11][C:12]1[S:16][CH:15]=[N:14][CH:13]=1)=[O:17])[C:22](=[O:23])[O:24][CH2:25][C:26]1[S:30][CH:29]=[N:28][CH:27]=1)[C:32]1[CH:33]=[CH:34][CH:35]=[CH:36][CH:37]=1. The yield is 0.270. (8) The reactants are [Br:1][C:2]1[CH:13]=[CH:12][C:5]([C:6](N(OC)C)=[O:7])=[C:4]([CH3:14])[CH:3]=1.[CH3:15][Mg]Cl.[Cl-].[NH4+]. The catalyst is O1CCCC1. The product is [Br:1][C:2]1[CH:13]=[CH:12][C:5]([C:6](=[O:7])[CH3:15])=[C:4]([CH3:14])[CH:3]=1. The yield is 0.960. (9) The reactants are [N+:1]([C:4]1[S:8][C:7]([C:9]([OH:11])=O)=[CH:6][CH:5]=1)([O-:3])=[O:2].O=S(Cl)Cl.[NH2:16][C:17]1[CH:22]=[CH:21][N:20]=[CH:19][C:18]=1[OH:23].C([O-])([O-])=O.[Na+].[Na+]. The catalyst is N1C=CC=CC=1.O.CC(O)=O. The product is [OH:23][C:18]1[CH:19]=[N:20][CH:21]=[CH:22][C:17]=1[NH:16][C:9]([C:7]1[S:8][C:4]([N+:1]([O-:3])=[O:2])=[CH:5][CH:6]=1)=[O:11]. The yield is 0.780.